From a dataset of Reaction yield outcomes from USPTO patents with 853,638 reactions. Predict the reaction yield, written as a fraction of the theoretical maximum amount of product (1.0 means a 100% yield; for example, 0.34 means a 34% yield). (1) The yield is 0.470. The reactants are [CH3:1][C:2]1[O:6][N:5]=[C:4]([C:7]2[CH:12]=[CH:11][CH:10]=[CH:9][CH:8]=2)[C:3]=1[CH2:13][O:14][C:15]1[CH:23]=[CH:22][C:18]([C:19]([OH:21])=O)=[CH:17][N:16]=1.[F:24][C:25]([F:30])([F:29])[CH:26]([NH2:28])[CH3:27]. The product is [CH3:1][C:2]1[O:6][N:5]=[C:4]([C:7]2[CH:8]=[CH:9][CH:10]=[CH:11][CH:12]=2)[C:3]=1[CH2:13][O:14][C:15]1[CH:23]=[CH:22][C:18]([C:19]([NH:28][CH:26]([CH3:27])[C:25]([F:30])([F:29])[F:24])=[O:21])=[CH:17][N:16]=1. No catalyst specified. (2) The product is [F:60][C:57]1[CH:58]=[CH:59][C:54]([CH2:46][C:45]([O:48][C:49]([CH3:52])([CH3:51])[CH3:50])=[O:47])=[N:55][CH:56]=1. The yield is 0.620. The reactants are CN(C1C(C2C(P(C3CCCCC3)C3CCCCC3)=CC=CC=2)=CC=CC=1)C.[Li+].C[Si]([N-][Si](C)(C)C)(C)C.CCCCCC.[C:45]([O:48][C:49]([CH3:52])([CH3:51])[CH3:50])(=[O:47])[CH3:46].Br[C:54]1[CH:59]=[CH:58][C:57]([F:60])=[CH:56][N:55]=1. The catalyst is C1(C)C=CC=CC=1.C1C=CC(/C=C/C(/C=C/C2C=CC=CC=2)=O)=CC=1.C1C=CC(/C=C/C(/C=C/C2C=CC=CC=2)=O)=CC=1.C1C=CC(/C=C/C(/C=C/C2C=CC=CC=2)=O)=CC=1.[Pd].[Pd]. (3) The reactants are [CH3:1][S:2]([NH:5][C:6]1[CH:11]=[CH:10][C:9](B(O)O)=[CH:8][CH:7]=1)(=[O:4])=[O:3].Br[C:16]1[CH:21]=[CH:20][C:19]([O:22][CH2:23][CH:24]2[CH2:29][CH2:28][N:27]([C:30]([O:32][CH:33]([CH3:35])[CH3:34])=[O:31])[CH2:26][CH2:25]2)=[CH:18][CH:17]=1.C([O-])([O-])=O.[Na+].[Na+]. The catalyst is Cl[Pd](Cl)([P](C1C=CC=CC=1)(C1C=CC=CC=1)C1C=CC=CC=1)[P](C1C=CC=CC=1)(C1C=CC=CC=1)C1C=CC=CC=1.COCCOC. The product is [CH3:1][S:2]([NH:5][C:6]1[CH:11]=[CH:10][C:9]([C:16]2[CH:17]=[CH:18][C:19]([O:22][CH2:23][CH:24]3[CH2:25][CH2:26][N:27]([C:30]([O:32][CH:33]([CH3:35])[CH3:34])=[O:31])[CH2:28][CH2:29]3)=[CH:20][CH:21]=2)=[CH:8][CH:7]=1)(=[O:4])=[O:3]. The yield is 0.250.